Predict which catalyst facilitates the given reaction. From a dataset of Catalyst prediction with 721,799 reactions and 888 catalyst types from USPTO. (1) Reactant: [OH-].[K+].SCC(O)=O.[CH2:8]([N:15]([CH2:28][CH2:29][C:30]1[N:31]([C@@H:36]2[CH2:45][C:44]3[C:39](=[C:40]([F:47])[CH:41]=[C:42]([F:46])[CH:43]=3)[O:38][CH2:37]2)[C:32](=[S:35])[NH:33][CH:34]=1)S(C1C=CC=CC=1[N+]([O-])=O)(=O)=O)[C:9]1[CH:14]=[CH:13][CH:12]=[CH:11][CH:10]=1.CO. Product: [CH2:8]([NH:15][CH2:28][CH2:29][C:30]1[N:31]([C@@H:36]2[CH2:45][C:44]3[C:39](=[C:40]([F:47])[CH:41]=[C:42]([F:46])[CH:43]=3)[O:38][CH2:37]2)[C:32](=[S:35])[NH:33][CH:34]=1)[C:9]1[CH:14]=[CH:13][CH:12]=[CH:11][CH:10]=1. The catalyst class is: 374. (2) Reactant: [Cl:1][C:2]1[CH:7]=[CH:6][CH:5]=[CH:4][C:3]=1[C:8](=[CH:13]N(C)C)[C:9](OC)=[O:10].[NH2:17][C:18]([NH2:20])=[O:19].[Na+].[I-].C[Si](Cl)(C)C.[OH-].[Na+]. Product: [Cl:1][C:2]1[CH:7]=[CH:6][CH:5]=[CH:4][C:3]=1[C:8]1[C:9](=[O:10])[NH:17][C:18](=[O:19])[NH:20][CH:13]=1. The catalyst class is: 10.